Dataset: Reaction yield outcomes from USPTO patents with 853,638 reactions. Task: Predict the reaction yield, written as a fraction of the theoretical maximum amount of product (1.0 means a 100% yield; for example, 0.34 means a 34% yield). The reactants are [C:1]([C:3]1[CH:4]=[C:5]([C:17]([OH:19])=O)[CH:6]=[C:7]2[C:12]=1[O:11][C:10]([CH3:14])([CH3:13])[CH2:9][C:8]2([CH3:16])[CH3:15])#[CH:2].C(N(CC)CC)C.ClC(OCC)=O.[N-:33]=[N+:34]=[N-:35].[Na+]. The catalyst is O1CCCC1.O. The product is [C:1]([C:3]1[CH:4]=[C:5]([C:17]([N:33]=[N+:34]=[N-:35])=[O:19])[CH:6]=[C:7]2[C:12]=1[O:11][C:10]([CH3:14])([CH3:13])[CH2:9][C:8]2([CH3:16])[CH3:15])#[CH:2]. The yield is 0.560.